From a dataset of Catalyst prediction with 721,799 reactions and 888 catalyst types from USPTO. Predict which catalyst facilitates the given reaction. (1) Reactant: [C:1]([O:5][C:6]([CH2:8][N:9]([S:27]([C:30]1[CH:35]=[C:34]([Cl:36])[CH:33]=[C:32]([Cl:37])[CH:31]=1)(=[O:29])=[O:28])[C:10]1[CH:11]=[C:12]2[C:16](=[CH:17][CH:18]=1)[N:15]([C:19](=[O:22])[NH:20][CH3:21])[CH2:14][CH:13]2[C:23]([O:25]C)=[O:24])=[O:7])([CH3:4])([CH3:3])[CH3:2].[OH-].[Li+].Cl.[Cl-].[Na+]. Product: [C:1]([O:5][C:6]([CH2:8][N:9]([S:27]([C:30]1[CH:35]=[C:34]([Cl:36])[CH:33]=[C:32]([Cl:37])[CH:31]=1)(=[O:28])=[O:29])[C:10]1[CH:11]=[C:12]2[C:16](=[CH:17][CH:18]=1)[N:15]([C:19](=[O:22])[NH:20][CH3:21])[CH2:14][CH:13]2[C:23]([OH:25])=[O:24])=[O:7])([CH3:4])([CH3:2])[CH3:3]. The catalyst class is: 253. (2) Reactant: [OH:1]O.[N:3]1[CH:8]=[CH:7][CH:6]=[CH:5][C:4]=1[CH:9]=[O:10]. Product: [N:3]1[CH:8]=[CH:7][CH:6]=[CH:5][C:4]=1[C:9]([OH:1])=[O:10]. The catalyst class is: 106. (3) Reactant: Cl.[CH2:2]([NH2:5])[C:3]#[CH:4].C(N1[C:15](=[O:16])[CH:14]=[CH:13][C:12]1=[O:17])(OCC)=O. The catalyst class is: 389. Product: [CH2:2]([N:5]1[C:15](=[O:16])[CH:14]=[CH:13][C:12]1=[O:17])[C:3]#[CH:4]. (4) Reactant: [CH:1]12[O:8][CH:5]([CH2:6][CH2:7]1)[CH2:4][N:3]([C:9]1[CH:18]=[C:17]3[C:12]([N:13]=[CH:14][CH:15]=[N:16]3)=[C:11]([NH:19][CH:20]3[CH2:25][CH2:24][CH:23]([NH:26]C(=O)OC(C)(C)C)[CH2:22][CH2:21]3)[CH:10]=1)[CH2:2]2.[C:34]([OH:40])([C:36]([F:39])([F:38])[F:37])=[O:35]. Product: [CH:5]12[O:8][CH:1]([CH2:7][CH2:6]1)[CH2:2][N:3]([C:9]1[CH:18]=[C:17]3[C:12]([N:13]=[CH:14][CH:15]=[N:16]3)=[C:11]([NH:19][CH:20]3[CH2:25][CH2:24][CH:23]([NH2:26])[CH2:22][CH2:21]3)[CH:10]=1)[CH2:4]2.[F:37][C:36]([F:39])([F:38])[C:34]([O-:40])=[O:35]. The catalyst class is: 2. (5) Reactant: [NH2:1][C@@H:2]([CH3:30])[C@@H:3]([C:24]1[CH:29]=[CH:28][CH:27]=[CH:26][CH:25]=1)[O:4][C:5]1[CH:6]=[C:7]2[C:11](=[CH:12][CH:13]=1)[N:10]([C:14]1[CH:23]=[CH:22][C:17]([C:18]([O:20][CH3:21])=[O:19])=[CH:16][CH:15]=1)[N:9]=[CH:8]2.C(N(CC)CC)C.[O:38]1[CH:42]=[CH:41][CH:40]=[C:39]1[C:43](Cl)=[O:44]. Product: [O:38]1[CH:42]=[CH:41][CH:40]=[C:39]1[C:43]([NH:1][C@@H:2]([CH3:30])[C@@H:3]([C:24]1[CH:25]=[CH:26][CH:27]=[CH:28][CH:29]=1)[O:4][C:5]1[CH:6]=[C:7]2[C:11](=[CH:12][CH:13]=1)[N:10]([C:14]1[CH:23]=[CH:22][C:17]([C:18]([O:20][CH3:21])=[O:19])=[CH:16][CH:15]=1)[N:9]=[CH:8]2)=[O:44]. The catalyst class is: 4. (6) Reactant: [O:1]1[CH2:6][CH2:5][CH:4]([CH2:7][OH:8])[CH2:3][CH2:2]1.CC([O-])(C)C.[K+].C(O[C:20]([N:22]1[CH2:27][CH2:26][CH:25]([C:28]2[C:37]3[C:32](=[CH:33][C:34](F)=[CH:35][CH:36]=3)[N:31]=[CH:30][N:29]=2)[CH2:24][CH2:23]1)=[O:21])(C)(C)C.Cl.[N+](C1C=CC(OC(=O)[NH:51][C:52]2[CH:57]=[CH:56][C:55]([N:58]3[CH2:62][CH2:61][CH2:60][CH2:59]3)=[CH:54][CH:53]=2)=CC=1)([O-])=O. Product: [N:58]1([C:55]2[CH:56]=[CH:57][C:52]([NH:51][C:20]([N:22]3[CH2:23][CH2:24][CH:25]([C:28]4[C:37]5[C:32](=[CH:33][C:34]([O:8][CH2:7][CH:4]6[CH2:5][CH2:6][O:1][CH2:2][CH2:3]6)=[CH:35][CH:36]=5)[N:31]=[CH:30][N:29]=4)[CH2:26][CH2:27]3)=[O:21])=[CH:53][CH:54]=2)[CH2:59][CH2:60][CH2:61][CH2:62]1. The catalyst class is: 58.